Dataset: Catalyst prediction with 721,799 reactions and 888 catalyst types from USPTO. Task: Predict which catalyst facilitates the given reaction. (1) Reactant: [CH2:1]([C:8]1[C:9](=[O:27])[CH2:10][CH2:11][C:12]2([CH2:23][CH2:24][CH2:25][CH3:26])[C:20]=1[C:19]1[C:14](=[CH:15][C:16]([O:21]C)=[CH:17][CH:18]=1)[CH2:13]2)[C:2]1[CH:7]=[CH:6][CH:5]=[CH:4][CH:3]=1.B(Br)(Br)Br. Product: [CH2:1]([C:8]1[C:9](=[O:27])[CH2:10][CH2:11][C:12]2([CH2:23][CH2:24][CH2:25][CH3:26])[C:20]=1[C:19]1[C:14](=[CH:15][C:16]([OH:21])=[CH:17][CH:18]=1)[CH2:13]2)[C:2]1[CH:3]=[CH:4][CH:5]=[CH:6][CH:7]=1. The catalyst class is: 2. (2) Product: [CH3:29][Si:28]([CH3:31])([CH3:30])[CH2:27][CH2:26][O:25][CH2:24][N:23]1[C:22]2[CH:32]=[CH:33][CH:34]=[CH:35][C:21]=2[N:20]=[C:19]1[O:1][C:2]1[CH:3]=[CH:4][C:5]([N:8]2[C:12]3=[N:13][CH:14]=[CH:15][CH:16]=[C:11]3[NH:10][C:9]2=[O:17])=[CH:6][CH:7]=1. The catalyst class is: 3. Reactant: [OH:1][C:2]1[CH:7]=[CH:6][C:5]([N:8]2[C:12]3=[N:13][CH:14]=[CH:15][CH:16]=[C:11]3[NH:10][C:9]2=[O:17])=[CH:4][CH:3]=1.Cl[C:19]1[N:23]([CH2:24][O:25][CH2:26][CH2:27][Si:28]([CH3:31])([CH3:30])[CH3:29])[C:22]2[CH:32]=[CH:33][CH:34]=[CH:35][C:21]=2[N:20]=1.C(=O)([O-])[O-].[Cs+].[Cs+]. (3) Reactant: C([N:8]1[CH2:13][CH2:12][C:11]2([CH2:22][C:21](=[O:23])[C:20]3[C:15](=[CH:16][C:17]([CH3:25])=[C:18]([Cl:24])[CH:19]=3)[O:14]2)[CH2:10][CH2:9]1)(OC(C)(C)C)=O.Cl. Product: [ClH:24].[Cl:24][C:18]1[CH:19]=[C:20]2[C:15](=[CH:16][C:17]=1[CH3:25])[O:14][C:11]1([CH2:12][CH2:13][NH:8][CH2:9][CH2:10]1)[CH2:22][C:21]2=[O:23]. The catalyst class is: 71. (4) Reactant: [CH:1]1([CH2:4][O:5][C:6]2[CH:7]=[C:8]3[C:17](=[CH:18][CH:19]=2)[CH:16]=[CH:15][C:14]2[CH:13]=[CH:12][C:11]([CH2:20][C:21]([CH3:24])([OH:23])[CH3:22])=[CH:10][C:9]3=2)[CH2:3][CH2:2]1.[H-].[Na+].[Si:27](Cl)([C:30]([CH3:33])([CH3:32])[CH3:31])([CH3:29])[CH3:28]. Product: [C:30]([Si:27]([O:23][C:21]([CH3:24])([CH3:22])[CH2:20][C:11]1[CH:12]=[CH:13][C:14]2[CH:15]=[CH:16][C:17]3[C:8]([C:9]=2[CH:10]=1)=[CH:7][C:6]([O:5][CH2:4][CH:1]1[CH2:2][CH2:3]1)=[CH:19][CH:18]=3)([CH3:29])[CH3:28])([CH3:33])([CH3:32])[CH3:31]. The catalyst class is: 1.